Dataset: Forward reaction prediction with 1.9M reactions from USPTO patents (1976-2016). Task: Predict the product of the given reaction. (1) Given the reactants FC(F)(F)C(O)=O.C([C:15]1[NH:16][C:17]([CH3:22])=[C:18]([CH2:20]O)[N:19]=1)(OC(C)(C)C)=O.[CH3:23][N:24]1[C:32]2[CH:31]=[CH:30][CH:29]=[CH:28][C:27]=2[C:26]2[C:33](=[O:37])[NH:34][CH2:35][CH2:36][C:25]1=2, predict the reaction product. The product is: [CH3:22][C:17]1[NH:16][CH:15]=[N:19][C:18]=1[CH2:20][N:34]1[C:33](=[O:37])[C:26]2[C:27]3[CH:28]=[CH:29][CH:30]=[CH:31][C:32]=3[N:24]([CH3:23])[C:25]=2[CH2:36][CH2:35]1. (2) Given the reactants O[C@H:2]([C:16]1[S:17][CH:18]=[C:19]([CH3:21])[N:20]=1)[C@@H:3]([NH:5][C:6](=[O:15])[O:7]CC1C=CC=CC=1)[CH3:4].Cl, predict the reaction product. The product is: [CH3:4][C@H:3]1[C@@H:2]([C:16]2[S:17][CH:18]=[C:19]([CH3:21])[N:20]=2)[O:7][C:6](=[O:15])[NH:5]1. (3) Given the reactants [K+].[Br-].[CH3:3][C:4]1[S:8][CH:7]=[C:6](/[CH:9]=[C:10](/[C@H:12]2[O:29][C:27](=[O:28])[CH2:26][C@H:25]([OH:30])[C:24]([CH3:32])([CH3:31])[C:22](=[O:23])[C@H:21]([CH3:33])[C@@H:20]([OH:34])[CH2:19][CH2:18][CH2:17][CH2:16][CH:15]=[CH:14][CH2:13]2)\C)[N:5]=1.[CH3:35]C1OC=C(/C=C(/[C@H]2OC(=O)C[C@H](O)C(C)(C)C(=O)[C@H](C)[C@@H](O)[C@@H](C)CCC[C@H]3O[C@H]3C2)\C)N=1.CC1SC=C(/C=C(/[C@H]2OC(=O)C[C@H](O)[C@H](C)C(=O)[C@H](C)[C@@H](O)[C@@H](C)CCCC=CC2)\C)N=1, predict the reaction product. The product is: [CH3:3][C:4]1[S:8][CH:7]=[C:6](/[CH:9]=[CH:10]/[C@H:12]2[O:29][C:27](=[O:28])[CH2:26][C@H:25]([OH:30])[C:24]([CH3:32])([CH3:31])[C:22](=[O:23])[C@H:21]([CH3:33])[C@@H:20]([OH:34])[C@@H:19]([CH3:35])[CH2:18][CH2:17][CH2:16][CH:15]=[CH:14][CH2:13]2)[N:5]=1. (4) Given the reactants [CH3:1][O:2][C:3](/[CH:5]=[CH:6]/[C:7]1[CH:8]=[C:9]2[C:14](=[CH:15][CH:16]=1)[O:13][CH:12]([C:17]([OH:19])=[O:18])[CH2:11][CH2:10]2)=[O:4].[BH4-].[Na+].O.Cl.[CH3:24]O, predict the reaction product. The product is: [CH2:1]([O:2][C:3]([CH2:5][CH2:6][C:7]1[CH:8]=[C:9]2[C:14](=[CH:15][CH:16]=1)[O:13][CH:12]([C:17]([OH:19])=[O:18])[CH2:11][CH2:10]2)=[O:4])[CH3:24]. (5) Given the reactants [F:1][C:2]1[CH:7]=[CH:6][C:5]([C@:8]2([CH2:32][CH2:33][CH2:34][OH:35])[O:13][C:12](=[O:14])[N:11]([C@H:15]([C:17]3[CH:22]=[CH:21][C:20](B4OC(C)(C)C(C)(C)O4)=[CH:19][CH:18]=3)[CH3:16])[CH2:10][CH2:9]2)=[CH:4][CH:3]=1.Cl[C:37]1[CH:42]=[CH:41][N:40]=[CH:39][N:38]=1, predict the reaction product. The product is: [F:1][C:2]1[CH:7]=[CH:6][C:5]([C@:8]2([CH2:32][CH2:33][CH2:34][OH:35])[O:13][C:12](=[O:14])[N:11]([C@H:15]([C:17]3[CH:18]=[CH:19][C:20]([C:37]4[CH:42]=[CH:41][N:40]=[CH:39][N:38]=4)=[CH:21][CH:22]=3)[CH3:16])[CH2:10][CH2:9]2)=[CH:4][CH:3]=1.